From a dataset of Forward reaction prediction with 1.9M reactions from USPTO patents (1976-2016). Predict the product of the given reaction. (1) Given the reactants [CH2:1]([NH:6][C:7](=[O:27])[CH2:8][N:9]1[CH:14]=[CH:13][CH:12]=[C:11]([NH:15]C(=O)OCC2C=CC=CC=2)[C:10]1=[O:26])[CH2:2][CH:3]([CH3:5])[CH3:4], predict the reaction product. The product is: [NH2:15][C:11]1[C:10](=[O:26])[N:9]([CH2:8][C:7]([NH:6][CH2:1][CH2:2][CH:3]([CH3:4])[CH3:5])=[O:27])[CH:14]=[CH:13][CH:12]=1. (2) Given the reactants C1(P(C2C=CC=CC=2)C2C=CC=CC=2)C=CC=CC=1.C(OC(N=NC(OC(C)(C)C)=O)=O)(C)(C)C.O[CH2:37][CH2:38][N:39]1[CH:44]=[CH:43][C:42]2[CH:45]=[CH:46][O:47][C:41]=2[C:40]1=[O:48].[N+:49]([C:52]1[CH:57]=[CH:56][CH:55]=[CH:54][C:53]=1[S:58]([NH:61][CH2:62][CH2:63][CH2:64][O:65][CH:66]1[CH2:71][CH2:70][CH2:69][CH2:68][O:67]1)(=[O:60])=[O:59])([O-:51])=[O:50], predict the reaction product. The product is: [N+:49]([C:52]1[CH:57]=[CH:56][CH:55]=[CH:54][C:53]=1[S:58]([N:61]([CH2:37][CH2:38][N:39]1[CH:44]=[CH:43][C:42]2[CH:45]=[CH:46][O:47][C:41]=2[C:40]1=[O:48])[CH2:62][CH2:63][CH2:64][O:65][CH:66]1[CH2:71][CH2:70][CH2:69][CH2:68][O:67]1)(=[O:59])=[O:60])([O-:51])=[O:50]. (3) The product is: [CH:12]1([NH:15][C:16](=[O:41])[C:17]2[CH:22]=[C:21]([F:23])[C:20]([CH3:24])=[C:19]([C:25]3[CH:30]=[CH:29][C:28]([C:31]([N:33]4[CH2:38][CH2:37][CH2:36][CH:35]([CH2:39][CH3:40])[CH2:34]4)=[O:32])=[CH:27][N+:26]=3[O-:9])[CH:18]=2)[CH2:14][CH2:13]1. Given the reactants C1C=C(Cl)C=C(C(OO)=[O:9])C=1.[CH:12]1([NH:15][C:16](=[O:41])[C:17]2[CH:22]=[C:21]([F:23])[C:20]([CH3:24])=[C:19]([C:25]3[CH:30]=[CH:29][C:28]([C:31]([N:33]4[CH2:38][CH2:37][CH2:36][CH:35]([CH2:39][CH3:40])[CH2:34]4)=[O:32])=[CH:27][N:26]=3)[CH:18]=2)[CH2:14][CH2:13]1, predict the reaction product. (4) Given the reactants [F:1][C:2]1[CH:28]=[CH:27][CH:26]=[C:25]([F:29])[C:3]=1[CH2:4][N:5]1[C:9]2[CH:10]=[CH:11][CH:12]=[C:13]([N+:14]([O-:16])=[O:15])[C:8]=2[N:7]=[C:6]1[C:17]1[C:22](F)=[CH:21][CH:20]=[CH:19][C:18]=1[F:24].FC1C=CC=C(F)C=1CBr.[H-].[Na+].[CH2:42]([O:44]C(=O)C)C.CCCCCC, predict the reaction product. The product is: [F:1][C:2]1[CH:28]=[CH:27][CH:26]=[C:25]([F:29])[C:3]=1[CH2:4][N:5]1[C:9]2[CH:10]=[CH:11][CH:12]=[C:13]([N+:14]([O-:16])=[O:15])[C:8]=2[N:7]=[C:6]1[C:17]1[C:22]([O:44][CH3:42])=[CH:21][CH:20]=[CH:19][C:18]=1[F:24]. (5) Given the reactants [F:1][C:2]1[CH:7]=[CH:6][C:5]([C:8]2([O:22][CH3:23])[CH2:13][CH2:12][C:11]([C:16]3[CH:21]=[CH:20][CH:19]=[CH:18][CH:17]=3)([C:14]#N)[CH2:10][CH2:9]2)=[CH:4][CH:3]=1.[OH-:24].[K+].C(O)C[OH:28], predict the reaction product. The product is: [F:1][C:2]1[CH:7]=[CH:6][C:5]([C:8]2([O:22][CH3:23])[CH2:13][CH2:12][C:11]([C:16]3[CH:21]=[CH:20][CH:19]=[CH:18][CH:17]=3)([C:14]([OH:28])=[O:24])[CH2:10][CH2:9]2)=[CH:4][CH:3]=1.